Predict the product of the given reaction. From a dataset of Forward reaction prediction with 1.9M reactions from USPTO patents (1976-2016). (1) Given the reactants Br[C:2]1[CH:7]=[CH:6][CH:5]=[CH:4][C:3]=1[CH:8]1[CH2:13][CH2:12][CH2:11][N:10]2[C:14]([C:17]3[CH:22]=[CH:21][C:20]([C:23]4[O:27][C:26]([CH3:28])=[N:25][CH:24]=4)=[C:19]([O:29][CH3:30])[CH:18]=3)=[N:15][N:16]=[C:9]12.[CH3:31][C:32]1(C)[C:36](C)(C)OB(C(C)=C)O1.C(=O)([O-])[O-].[K+].[K+].O, predict the reaction product. The product is: [CH3:30][O:29][C:19]1[CH:18]=[C:17]([C:14]2[N:10]3[CH2:11][CH2:12][CH2:13][CH:8]([C:3]4[CH:4]=[CH:5][CH:6]=[CH:7][C:2]=4[C:32]([CH3:36])=[CH2:31])[C:9]3=[N:16][N:15]=2)[CH:22]=[CH:21][C:20]=1[C:23]1[O:27][C:26]([CH3:28])=[N:25][CH:24]=1. (2) Given the reactants [F:1][C:2]1[C:3]([NH:18][CH:19]([C:24]2([CH3:30])[CH2:29][CH2:28][CH2:27][CH2:26][CH2:25]2)[CH2:20][C:21]([OH:23])=[O:22])=[N:4][C:5]([C:8]2[C:16]3[C:11](=[N:12][CH:13]=[C:14](F)[CH:15]=3)[NH:10][CH:9]=2)=[N:6][CH:7]=1.[Cl:31]C1C=C2C(B3OC(C)(C)C(C)(C)O3)=CN(S(C3C=CC(C)=CC=3)(=O)=O)C2=NC=1.FC1C=C2C(B3OC(C)(C)C(C)(C)O3)=CN(S(C3C=CC(C)=CC=3)(=O)=O)C2=NC=1.C(O)=O, predict the reaction product. The product is: [Cl:31][C:14]1[CH:15]=[C:16]2[C:8]([C:5]3[N:4]=[C:3]([NH:18][CH:19]([C:24]4([CH3:30])[CH2:29][CH2:28][CH2:27][CH2:26][CH2:25]4)[CH2:20][C:21]([OH:23])=[O:22])[C:2]([F:1])=[CH:7][N:6]=3)=[CH:9][NH:10][C:11]2=[N:12][CH:13]=1. (3) The product is: [Cl:16][C:8]1[C:7]2[C:3]([CH2:2][CH3:1])=[C:4]([CH3:13])[S:5][C:6]=2[N:12]=[CH:11][N:10]=1. Given the reactants [CH3:1][CH2:2][C:3]1[C:7]2[C:8]([NH:10][CH:11]=[N:12][C:6]=2[S:5][C:4]=1[CH3:13])=O.S(Cl)([Cl:16])=O, predict the reaction product. (4) Given the reactants [CH2:1]([NH:8][C:9]([C:11]1[N:20]=[CH:19][CH:18]=[C:17]2[C:12]=1[CH:13]=[C:14]([C:36]1[CH:41]=[CH:40][CH:39]=[CH:38][CH:37]=1)[C:15]([C:21]1[CH:35]=[CH:34][C:24]([CH2:25][NH:26]C(=O)OC(C)(C)C)=[CH:23][CH:22]=1)=[N:16]2)=[O:10])[C:2]1[CH:7]=[CH:6][CH:5]=[CH:4][CH:3]=1.[ClH:42], predict the reaction product. The product is: [Cl-:42].[CH2:1]([NH:8][C:9]([C:11]1[N:20]=[CH:19][CH:18]=[C:17]2[C:12]=1[CH:13]=[C:14]([C:36]1[CH:41]=[CH:40][CH:39]=[CH:38][CH:37]=1)[C:15]([C:21]1[CH:35]=[CH:34][C:24]([CH2:25][NH3+:26])=[CH:23][CH:22]=1)=[N:16]2)=[O:10])[C:2]1[CH:3]=[CH:4][CH:5]=[CH:6][CH:7]=1. (5) Given the reactants [CH3:1][C:2]1([CH3:21])[O:6][CH:5]([CH2:7][O:8][C:9]2[C:18]([CH3:19])=[CH:17][C:12]([C:13]([NH:15][OH:16])=[NH:14])=[CH:11][C:10]=2[CH3:20])[CH2:4][O:3]1.CC1(C)O[C@@H](CO)CO1, predict the reaction product. The product is: [CH3:1][C:2]1([CH3:21])[O:6][C@@H:5]([CH2:7][O:8][C:9]2[C:10]([CH3:20])=[CH:11][C:12]([C:13]([NH:15][OH:16])=[NH:14])=[CH:17][C:18]=2[CH3:19])[CH2:4][O:3]1. (6) Given the reactants [C:1]1(B(O)O)[CH:6]=[CH:5][CH:4]=[CH:3][CH:2]=1.[Br:10][C:11]1[CH:12]=[N:13][C:14](I)=[N:15][CH:16]=1.C([O-])([O-])=O.[Na+].[Na+], predict the reaction product. The product is: [Br:10][C:11]1[CH:12]=[N:13][C:14]([C:1]2[CH:6]=[CH:5][CH:4]=[CH:3][CH:2]=2)=[N:15][CH:16]=1. (7) Given the reactants C([O:4][CH:5]1[O:18][C@H:17]([CH2:19][O:20][C:21](=[O:23])[CH3:22])[C@@H:12]([O:13][C:14](=[O:16])[CH3:15])[C@H:7]([O:8][C:9](=[O:11])[CH3:10])[C@H:6]1[N:24]=[N+:25]=[N-:26])(=O)C.C1(C)C=CC=CC=1.N1C=CN=C1.[Si:39](Cl)([C:42]([CH3:45])([CH3:44])[CH3:43])([CH3:41])[CH3:40], predict the reaction product. The product is: [C:9]([O:8][C@H:7]1[C@H:12]([O:13][C:14](=[O:16])[CH3:15])[C@@H:17]([CH2:19][O:20][C:21](=[O:23])[CH3:22])[O:18][C@@H:5]([O:4][Si:39]([C:42]([CH3:45])([CH3:44])[CH3:43])([CH3:41])[CH3:40])[C@@H:6]1[N:24]=[N+:25]=[N-:26])(=[O:11])[CH3:10].